This data is from Forward reaction prediction with 1.9M reactions from USPTO patents (1976-2016). The task is: Predict the product of the given reaction. Given the reactants C(C1SCCS1)CCCC.[S].C1(C)C=CC(S(O)(=O)=O)=CC=1.[H][H].CCCCCCSCCS.[CH3:35][O:36][Si:37]([O:47][CH3:48])([O:45][CH3:46])[CH2:38][CH2:39][CH:40]1[S:44][CH2:43][CH2:42][S:41]1, predict the reaction product. The product is: [Si:37]([CH2:38][CH2:39][CH2:40][S:41][CH2:42][CH2:43][SH:44])([O:47][CH3:48])([O:36][CH3:35])[O:45][CH3:46].